From a dataset of TCR-epitope binding with 47,182 pairs between 192 epitopes and 23,139 TCRs. Binary Classification. Given a T-cell receptor sequence (or CDR3 region) and an epitope sequence, predict whether binding occurs between them. (1) The epitope is QIKVRVKMV. The TCR CDR3 sequence is CSVGRDRDHGYTF. Result: 1 (the TCR binds to the epitope). (2) The epitope is FLPRVFSAV. The TCR CDR3 sequence is CASSPLAGVGETQYF. Result: 0 (the TCR does not bind to the epitope). (3) The epitope is RPPIFIRRL. The TCR CDR3 sequence is CSVGLVGTFTDTQYF. Result: 0 (the TCR does not bind to the epitope). (4) The epitope is SQASSRSSSR. The TCR CDR3 sequence is CASSLGAGGEAFF. Result: 0 (the TCR does not bind to the epitope). (5) The epitope is FVDGVPFVV. The TCR CDR3 sequence is CASKRENTGELFF. Result: 1 (the TCR binds to the epitope). (6) The epitope is NLVPMVATV. The TCR CDR3 sequence is CASSFLQGNQPQHF. Result: 1 (the TCR binds to the epitope). (7) The epitope is KAFSPEVIPMF. The TCR CDR3 sequence is CASSSDRARDGYTF. Result: 1 (the TCR binds to the epitope). (8) The epitope is ILGLPTQTV. The TCR CDR3 sequence is CASSQEGWTGGITEKLFF. Result: 1 (the TCR binds to the epitope).